This data is from Reaction yield outcomes from USPTO patents with 853,638 reactions. The task is: Predict the reaction yield, written as a fraction of the theoretical maximum amount of product (1.0 means a 100% yield; for example, 0.34 means a 34% yield). (1) The reactants are [CH3:1][O:2][C:3]1[CH:11]=[CH:10][C:6]([C:7](Cl)=[O:8])=[CH:5][CH:4]=1.[NH2:12][C:13]1[N:17](C(OC(C)(C)C)=O)[N:16]=[C:15]([O:25][CH2:26][C:27]2[CH:32]=[C:31]([O:33][CH3:34])[CH:30]=[C:29]([O:35][CH3:36])[CH:28]=2)[CH:14]=1. The catalyst is C1COCC1. The product is [CH3:34][O:33][C:31]1[CH:32]=[C:27]([CH2:26][O:25][C:15]2[CH:14]=[C:13]([NH:12][C:7](=[O:8])[C:6]3[CH:10]=[CH:11][C:3]([O:2][CH3:1])=[CH:4][CH:5]=3)[NH:17][N:16]=2)[CH:28]=[C:29]([O:35][CH3:36])[CH:30]=1. The yield is 0.200. (2) The product is [O:26]1[C:25]2[CH:29]=[CH:30][C:22]([C:19]3([C:17]([NH:16][C:11]4[CH:10]=[C:9]([C:6]5[CH:5]=[CH:4][C:3]([CH2:2][NH:1][CH2:34][CH2:33][CH:32]([CH3:36])[CH3:31])=[CH:8][CH:7]=5)[C:14]([CH3:15])=[CH:13][CH:12]=4)=[O:18])[CH2:20][CH2:21]3)=[CH:23][C:24]=2[O:28][CH2:27]1. The yield is 0.100. The catalyst is ClCCl.O. The reactants are [NH2:1][CH2:2][C:3]1[CH:8]=[CH:7][C:6]([C:9]2[C:14]([CH3:15])=[CH:13][CH:12]=[C:11]([NH:16][C:17]([C:19]3([C:22]4[CH:30]=[CH:29][C:25]5[O:26][CH2:27][O:28][C:24]=5[CH:23]=4)[CH2:21][CH2:20]3)=[O:18])[CH:10]=2)=[CH:5][CH:4]=1.[CH3:31][CH:32]([CH3:36])[CH2:33][CH:34]=O.COCCOC.[BH4-].[Na+]. (3) The reactants are [Mg].Br[C:3]1[CH:8]=[CH:7][C:6]([F:9])=[CH:5][CH:4]=1.[CH2:10]1[O:20][C:13]2([CH2:18][CH2:17][C:16](=[O:19])[CH2:15][CH2:14]2)[O:12][CH2:11]1. The catalyst is C1COCC1. The product is [CH2:11]1[O:12][C:13]2([CH2:18][CH2:17][C:16]([OH:19])([C:3]3[CH:8]=[CH:7][C:6]([F:9])=[CH:5][CH:4]=3)[CH2:15][CH2:14]2)[O:20][CH2:10]1. The yield is 0.870.